From a dataset of Experimentally validated miRNA-target interactions with 360,000+ pairs, plus equal number of negative samples. Binary Classification. Given a miRNA mature sequence and a target amino acid sequence, predict their likelihood of interaction. The miRNA is hsa-miR-320b with sequence AAAAGCUGGGUUGAGAGGGCAA. The protein sequence of the target gene is MRAPGHAAIRWLFWMPLVCSVAMEQLQRDPTLDYHWDLWKKTHEKEYKDKNEEEVRRLIWEKNLKFIMIHNLEYSMGMHTYQVGMNDMGDMTNEEILCRMGALRIPRQSPKTVTFRSYSNRTLPDTVDWREKGCVTEVKYQGSCGACWAFSAVGALEGQLKLKTGKLISLSAQNLVDCSNEEKYGNKGCGGGYMTEAFQYIIDNGGIEADASYPYKATDEKCHYNSKNRAATCSRYIQLPFGDEDALKEAVATKGPVSVGIDASHSSFFFYKSGVYDDPSCTGNVNHGVLVVGYGTLDGK.... Result: 0 (no interaction).